From a dataset of Full USPTO retrosynthesis dataset with 1.9M reactions from patents (1976-2016). Predict the reactants needed to synthesize the given product. Given the product [CH3:13][O:12][C:7]1[CH:6]=[CH:5][C:4]2[C:9](=[CH:10][CH:11]=[C:2]([C:14]3[CH:19]=[CH:18][CH:17]=[CH:16][CH:15]=3)[CH:3]=2)[CH:8]=1, predict the reactants needed to synthesize it. The reactants are: Br[C:2]1[CH:11]=[CH:10][C:9]2[C:4](=[CH:5][CH:6]=[C:7]([O:12][CH3:13])[CH:8]=2)[CH:3]=1.[C:14]1([Mg]Br)[CH:19]=[CH:18][CH:17]=[CH:16][CH:15]=1.